From a dataset of Peptide-MHC class I binding affinity with 185,985 pairs from IEDB/IMGT. Regression. Given a peptide amino acid sequence and an MHC pseudo amino acid sequence, predict their binding affinity value. This is MHC class I binding data. (1) The MHC is HLA-A33:01 with pseudo-sequence HLA-A33:01. The binding affinity (normalized) is 0.639. The peptide sequence is MMMTACDDGR. (2) The peptide sequence is IHIPGDTLF. The MHC is HLA-B39:01 with pseudo-sequence HLA-B39:01. The binding affinity (normalized) is 0.0847.